This data is from Experimentally validated miRNA-target interactions with 360,000+ pairs, plus equal number of negative samples. The task is: Binary Classification. Given a miRNA mature sequence and a target amino acid sequence, predict their likelihood of interaction. (1) The miRNA is hsa-miR-3925-3p with sequence ACUCCAGUUUUAGUUCUCUUG. The protein sequence of the target gene is MFPVFPCTLLAPPFPVLGLDSRGVGGLMNSFPPPQGHAQNPLQVGAELQSRFFASQGCAQSPFQAAPAPPPTPQAPAAEPLQVDLLPVLAAAQESAAAAAAAAAAAAAVAAAPPAPAAASTVDTAALKQPPAPPPPPPPVSAPAAEAAPPASAATIAAAAATAVVAPTSTVAVAPVASALEKKTKSKGPYICALCAKEFKNGYNLRRHEAIHTGAKAGRVPSGAMKMPTMVPLSLLSVPQLSGAGGGGGEAGAGGGAAAVAAGGVVTTTASGKRIRKNHACEMCGKAFRDVYHLNRHKLS.... Result: 0 (no interaction). (2) The miRNA is hsa-miR-431-5p with sequence UGUCUUGCAGGCCGUCAUGCA. The protein sequence of the target gene is MSAYYRNNWSEEDPDYPDYSGSQNRTQGYLKTQGYPDVPGPLNNPDYPGTRSNPYSVASRTRPDYPGSLAEPNYPRSLSNPDYSGTRSNAYSAASRTSPDHPTSLPEPDYSEFQSHPYHRASSRQPDYPGSQRNPDFAGSSSSGNYAGSRTHPDHFGSLEPDYPGAQSNSDHPGPRANLNHPGSRKNLEHTSFRINPYADSLGKPDYPGADIQPNSPPFFGEPDYPSAEDNQNLPSTWREPDYSDAENGHDYGSSETPKMTRGVLSRTSSIQPSFRHRSDDPVGSLWGENDYPEGIEMAS.... Result: 1 (interaction). (3) The protein sequence of the target gene is MANLDKYTETFKMGSNSTSTAEIYCNVTNVKFQYSLYATTYILIFIPGLLANSAALWVLCRFISKKNKAIIFMINLSVADLAHVLSLPLRIYYYISHHWPFQRALCLLCFYLKYLNMYASICFLTCISLQRCFFLLKPFRARDWKRRYDVGISAAIWIVVGTACLPFPILRSTDLNNNKSCFADLGYKQMNAVALVGMITVAELAGFVIPVIIIAWCTWKTTISLRQPPMAFQGISERQKALRMVFMCAAVFFICFTPYHINFIFYTMVKETIISSCPVVRIALYFHPFCLCLASLCCLL.... Result: 0 (no interaction). The miRNA is hsa-miR-7161-3p with sequence UAGAUCUUUGACUCUGGCAGUCUCCAGG. (4) The miRNA is mmu-miR-3471 with sequence UGAGAUCCAACUGUAAGGCAUU. The protein sequence of the target gene is MLIKEYHILLPMSLDEYQVAQLYMIQKKSREESSGEGSGVEILANRPYTDGPGGSGQYTHKVYHVGSHIPGWFRALLPKAALQVEEESWNAYPYTRTRYTCPFVEKFSIEIETYYLPDGGQQPNVFNLSGAERRQRILDTIDIVRDAVAPGEYKAEEDPRLYHSVKTGRGPLSDDWARTAAQTGPLMCAYKLCKVEFRYWGMQAKIEQFIHDVGLRRVMLRAHRQAWCWQDEWTELSMADIRALEEETARMLAQRMAKCNTGSEGSEAQPPGKPSTEARSAASNTGTPDGPEAPPGPDAS.... Result: 0 (no interaction). (5) The miRNA is dme-miR-286-3p with sequence UGACUAGACCGAACACUCGUGCU. The protein sequence of the target gene is MAGVEQAASFGGHLNGDLDPDDREEGTSSTAEEAAKKKRRKKKKGKGAVSAVQQELDKESGALVDEVAKQLESQALEEKERDDDDEDGDGDADGATGKKKKKKKKKRGPKVQTDPPSVPICDLYPNGVFPKGQECEYPPTQDGRTAAWRTTSEEKKALDQASEEIWNDFREAAEAHRQVRKYVMSWIKPGMTMIEICEKLEDCSRKLIKENGLNAGLAFPTGCSLNNCAAHYTPNAGDTTVLQYDDICKIDFGTHISGRIIDCAFTVTFNPKYDILLTAVKDATNTGIKCAGIDVRLCDV.... Result: 0 (no interaction). (6) Result: 0 (no interaction). The protein sequence of the target gene is MDRFVWTSGLLEINETLVIQQRGVRIYDGEEKIKFDAGTLLLSTHRLIWRDQKNHECCMAILLSQIVFIEEQAAGIGKSAKIVVHLHPAPPNKEPGPFQSSKNSYIKLSFKEHGQIEFYRRLSEEMTQRRWENMPVSQSLQTNRGPQPGRIRAVGIVGIERKLEEKRKETDKNISEAFEDLSKLMIKAKEMVELSKSIANKIKDKQGDITEDETIRFKSYLLSMGIANPVTRETYGSGTQYHMQLAKQLAGILQVPLEERGGIMSLTEVYCLVNRARGMELLSPEDLVNACKMLEALKLP.... The miRNA is hsa-miR-4641 with sequence UGCCCAUGCCAUACUUUUGCCUCA. (7) The miRNA is hsa-miR-3173-5p with sequence UGCCCUGCCUGUUUUCUCCUUU. The protein sequence of the target gene is MEGQPRGSRGPLEKPLPAATHPTLSSLGAVFILLKSALGAGLLNFPWAFYKAGGMLPTFLVALVSLVFLISGLVILGYAASVSGQTTYQGVVRELCGPAMGKLCEICFLTNLLMISVAFLRVIGDQLEKLCDSLLPDAPQPWYAAQNFTLPLISMLVIFPLSALREIALQKYTSILGTLAACYLALVITVQYYLWPQGLIRQPGPLLSPSPWTSVFSVFPTICFGFQCHEAAVSIYCSMWNQSLSHWTLVSVLSLLACCLVYTLTGVYGFLTFGPEVSADILMSYPGNDTAIIVARVLFA.... Result: 0 (no interaction). (8) The miRNA is mmu-miR-7a-5p with sequence UGGAAGACUAGUGAUUUUGUUGU. The protein sequence of the target gene is MPRAPAPLYACLLGLCALLPRLAGLNICTSGSATSCEECLLIHPKCAWCSKEDFGSPRSITSRCDLRANLVKNGCGGEIESPASSFHVLRSLPLSSKGSGSAGWDVIQMTPQEIAVNLRPGDKTTFQLQVRQVEDYPVDLYYLMDLSLSMKDDLDNIRSLGTKLAEEMRKLTSNFRLGFGSFVDKDISPFSYTAPRYQTNPCIGYKLFPNCVPSFGFRHLLPLTDRVDSFNEEVRKQRVSRNRDAPEGGFDAVLQAAVCKEKIGWRKDALHLLVFTTDDVPHIALDGKLGGLVQPHDGQC.... Result: 0 (no interaction).